From a dataset of NCI-60 drug combinations with 297,098 pairs across 59 cell lines. Regression. Given two drug SMILES strings and cell line genomic features, predict the synergy score measuring deviation from expected non-interaction effect. Drug 1: C1=NC(=NC(=O)N1C2C(C(C(O2)CO)O)O)N. Drug 2: C1=NNC2=C1C(=O)NC=N2. Cell line: UACC62. Synergy scores: CSS=53.1, Synergy_ZIP=-0.0901, Synergy_Bliss=1.62, Synergy_Loewe=-13.3, Synergy_HSA=3.43.